From a dataset of Catalyst prediction with 721,799 reactions and 888 catalyst types from USPTO. Predict which catalyst facilitates the given reaction. (1) Reactant: [CH3:1][C:2]1[CH:30]=[CH:29][CH:28]=[C:27]([CH3:31])[C:3]=1[CH2:4][O:5][C:6]1[CH:7]=[C:8]([CH:24]=[CH:25][CH:26]=1)[C:9]([CH:11]([CH2:17][CH2:18][C:19]([O:21]CC)=[O:20])C(OCC)=O)=[O:10].[OH-].[Na+]. Product: [CH3:31][C:27]1[CH:28]=[CH:29][CH:30]=[C:2]([CH3:1])[C:3]=1[CH2:4][O:5][C:6]1[CH:7]=[C:8]([C:9](=[O:10])[CH2:11][CH2:17][CH2:18][C:19]([OH:21])=[O:20])[CH:24]=[CH:25][CH:26]=1. The catalyst class is: 5. (2) Reactant: [F:1][C:2]1[CH:7]=[CH:6][C:5]([C:8](=O)[CH2:9][NH:10][C:11](=O)[CH3:12])=[CH:4][CH:3]=1.C([O-])(C)=O.[NH4+:19].CC(O)=O. Product: [F:1][C:2]1[CH:7]=[CH:6][C:5]([C:8]2[N:19]=[C:11]([CH3:12])[NH:10][CH:9]=2)=[CH:4][CH:3]=1. The catalyst class is: 113. (3) Reactant: [Cl:1][C:2]1[CH:3]=[CH:4][C:5]2[C:6]3[N:31](C4CCCCO4)[N:30]=[CH:29][C:7]=3[N:8]([C:11]3[CH:12]=[C:13]4[N:20]=[CH:19][N:18](COCC[Si](C)(C)C)[C:14]4=[N:15][C:16]=3[CH3:17])[C:9]=2[CH:10]=1.Cl. Product: [Cl:1][C:2]1[CH:3]=[CH:4][C:5]2[C:6]3[NH:31][N:30]=[CH:29][C:7]=3[N:8]([C:11]3[CH:12]=[C:13]4[N:20]=[CH:19][NH:18][C:14]4=[N:15][C:16]=3[CH3:17])[C:9]=2[CH:10]=1. The catalyst class is: 8. (4) Reactant: [CH2:1]([C@H:4]1[CH2:9][CH2:8][C@H:7]([CH2:10][OH:11])[CH2:6][CH2:5]1)[C:2]#[CH:3].C(OC1C(OC(=O)C)=C(I)C=CC=1)(=[O:14])C.CC1(C)N([O])C(C)(C)CCC1. Product: [CH2:1]([CH:4]1[CH2:9][CH2:8][CH:7]([C:10]([OH:14])=[O:11])[CH2:6][CH2:5]1)[C:2]#[CH:3]. The catalyst class is: 47. (5) Reactant: [Cl:1][C:2]1[CH:7]=[C:6]([C:8](=[O:10])[CH3:9])[CH:5]=[CH:4][N:3]=1.[BrH:11].BrBr. Product: [BrH:11].[Br:11][CH2:9][C:8]([C:6]1[CH:5]=[CH:4][N:3]=[C:2]([Cl:1])[CH:7]=1)=[O:10]. The catalyst class is: 52. (6) Reactant: [CH2:1]([NH:4][C:5]1[CH:12]=[CH:11][C:8]([C:9]#[N:10])=[CH:7][C:6]=1[NH2:13])[CH:2]=[CH2:3].Cl[C:15](Cl)([O:17]C(=O)OC(Cl)(Cl)Cl)Cl.C(N(CC)CC)C. Product: [CH2:1]([N:4]1[C:5]2[CH:12]=[CH:11][C:8]([C:9]#[N:10])=[CH:7][C:6]=2[NH:13][C:15]1=[O:17])[CH:2]=[CH2:3]. The catalyst class is: 4. (7) The catalyst class is: 6. Product: [CH2:1]=[CH:2][C:3]1[CH:8]=[CH:7][CH:6]=[CH:5][CH:4]=1.[CH2:16]([O:20][C:21](=[O:24])[CH:22]=[CH2:23])[CH2:17][CH2:18][CH3:19]. Reactant: [CH2:1]=[CH:2][C:3]1[CH:8]=[CH:7][CH:6]=[CH:5][CH:4]=1.[Na].C(OO)(C)(C)C.[CH2:16]([O:20][C:21](=[O:24])[CH:22]=[CH2:23])[CH2:17][CH2:18][CH3:19].